Task: Predict the reactants needed to synthesize the given product.. Dataset: Full USPTO retrosynthesis dataset with 1.9M reactions from patents (1976-2016) (1) Given the product [CH2:1]([Sn:9]([CH2:10][CH2:11][CH2:12][CH2:13][CH2:14][CH2:15][CH2:16][CH3:17])([O:23][CH2:22][CH2:21][CH:20]([CH3:24])[CH3:19])[O:18][Sn:9]([CH2:10][CH2:11][CH2:12][CH2:13][CH2:14][CH2:15][CH2:16][CH3:17])([CH2:1][CH2:2][CH2:3][CH2:4][CH2:5][CH2:6][CH2:7][CH3:8])[O:23][CH2:22][CH2:21][CH:20]([CH3:24])[CH3:19])[CH2:2][CH2:3][CH2:4][CH2:5][CH2:6][CH2:7][CH3:8], predict the reactants needed to synthesize it. The reactants are: [CH2:1]([Sn:9](=[O:18])[CH2:10][CH2:11][CH2:12][CH2:13][CH2:14][CH2:15][CH2:16][CH3:17])[CH2:2][CH2:3][CH2:4][CH2:5][CH2:6][CH2:7][CH3:8].[CH3:19][CH:20]([CH3:24])[CH2:21][CH2:22][OH:23]. (2) Given the product [CH3:1][CH2:2][CH:3]([NH:6][C:8]1[CH:13]=[C:12]([C:14]2[CH:19]=[CH:18][CH:17]=[CH:16][CH:15]=2)[N:11]=[C:10]([NH2:20])[N:9]=1)[CH2:4][CH3:5], predict the reactants needed to synthesize it. The reactants are: [CH3:1][CH2:2][CH:3]([NH2:6])[CH2:4][CH3:5].Cl[C:8]1[CH:13]=[C:12]([C:14]2[CH:19]=[CH:18][CH:17]=[CH:16][CH:15]=2)[N:11]=[C:10]([NH2:20])[N:9]=1. (3) Given the product [NH2:18][C@@H:19]([CH2:23][C:24]1[CH:25]=[C:26]([I:32])[C:27]([OH:31])=[C:28]([I:30])[CH:29]=1)[C:20]([O:22][C:24]([CH3:29])([CH3:25])[CH3:23])=[O:21], predict the reactants needed to synthesize it. The reactants are: C1C2C(COC([NH:18][C@@H:19]([CH2:23][C:24]3[CH:29]=[C:28]([I:30])[C:27]([OH:31])=[C:26]([I:32])[CH:25]=3)[C:20]([OH:22])=[O:21])=O)C3C(=CC=CC=3)C=2C=CC=1.Cl(O)(=O)(=O)=O.C([O-])(O)=O.[Na+]. (4) Given the product [CH2:1]([C@@H:8]1[CH2:12][O:11][C:10](=[O:13])[N:9]1[C:14](=[O:26])[C@@H:15]([C:16]1[CH:21]=[C:20]([O:22][CH3:23])[CH:19]=[C:18]([O:24][CH3:25])[CH:17]=1)[CH3:29])[C:2]1[CH:3]=[CH:4][CH:5]=[CH:6][CH:7]=1, predict the reactants needed to synthesize it. The reactants are: [CH2:1]([C@@H:8]1[CH2:12][O:11][C:10](=[O:13])[N:9]1[C:14](=[O:26])[CH2:15][C:16]1[CH:21]=[C:20]([O:22][CH3:23])[CH:19]=[C:18]([O:24][CH3:25])[CH:17]=1)[C:2]1[CH:7]=[CH:6][CH:5]=[CH:4][CH:3]=1.IC.[CH3:29]CCCCC. (5) Given the product [CH2:14]([NH:13][C:11](=[O:12])[NH:10][C:8]1[S:9][C:5]2[CH:4]=[C:3]([F:17])[C:2]([C:26]3[CH:31]=[N:30][C:29]([N:32]4[CH2:33][CH2:34][N:35]([C:38]([O:40][C:41]([CH3:44])([CH3:43])[CH3:42])=[O:39])[CH2:36][CH2:37]4)=[N:28][CH:27]=3)=[CH:16][C:6]=2[N:7]=1)[CH3:15], predict the reactants needed to synthesize it. The reactants are: Br[C:2]1[C:3]([F:17])=[CH:4][C:5]2[S:9][C:8]([NH:10][C:11]([NH:13][CH2:14][CH3:15])=[O:12])=[N:7][C:6]=2[CH:16]=1.CC1(C)C(C)(C)OB([C:26]2[CH:27]=[N:28][C:29]([N:32]3[CH2:37][CH2:36][N:35]([C:38]([O:40][C:41]([CH3:44])([CH3:43])[CH3:42])=[O:39])[CH2:34][CH2:33]3)=[N:30][CH:31]=2)O1.[O-]P([O-])([O-])=O.[K+].[K+].[K+].